This data is from Reaction yield outcomes from USPTO patents with 853,638 reactions. The task is: Predict the reaction yield, written as a fraction of the theoretical maximum amount of product (1.0 means a 100% yield; for example, 0.34 means a 34% yield). (1) The product is [Br:1][C:2]1[S:3][C:4]([C:8]([NH:50][CH2:49][C:46]2[CH:47]=[CH:48][C:43]([F:42])=[CH:44][CH:45]=2)=[O:10])=[C:5]([CH3:7])[N:6]=1. The catalyst is O1CCCC1. The yield is 0.810. The reactants are [Br:1][C:2]1[S:3][C:4]([C:8]([OH:10])=O)=[C:5]([CH3:7])[N:6]=1.C(N(CC)C(C)C)(C)C.Cl.C(N=C=NCCCN(C)C)C.ON1C2C=CC=CC=2N=N1.[F:42][C:43]1[CH:48]=[CH:47][C:46]([CH2:49][NH2:50])=[CH:45][CH:44]=1. (2) The reactants are [NH:1]([CH2:8][CH2:9][NH:10][C:11]([C:13]1[C:17]([NH:18][C:19]([C:21]2[CH:26]=[CH:25][CH:24]=[CH:23][N:22]=2)=[O:20])=[CH:16][N:15](C2CCCCO2)[N:14]=1)=[O:12])[C:2]1[CH:7]=[CH:6][CH:5]=[CH:4][CH:3]=1.O.C1(C)C=CC(S(O)(=O)=O)=CC=1.C(=O)([O-])O.[Na+]. The catalyst is C(O)C. The product is [NH:1]([CH2:8][CH2:9][NH:10][C:11]([C:13]1[C:17]([NH:18][C:19]([C:21]2[CH:26]=[CH:25][CH:24]=[CH:23][N:22]=2)=[O:20])=[CH:16][NH:15][N:14]=1)=[O:12])[C:2]1[CH:7]=[CH:6][CH:5]=[CH:4][CH:3]=1. The yield is 0.540. (3) The reactants are Br[CH:2]([C:5]1[C:6]([C:12]([F:15])([F:14])[F:13])=[N:7][N:8]([CH3:11])[C:9]=1[CH3:10])[CH2:3]Br.[OH-].[K+]. The catalyst is C1(C)C=CC=CC=1. The product is [C:2]([C:5]1[C:6]([C:12]([F:14])([F:15])[F:13])=[N:7][N:8]([CH3:11])[C:9]=1[CH3:10])#[CH:3]. The yield is 0.810. (4) The reactants are Cl[C:2]1[CH:7]=[CH:6][C:5]([C:8]2[N:9]=[CH:10][C:11]([NH2:14])=[N:12][CH:13]=2)=[C:4]([F:15])[CH:3]=1.[CH3:16][S:17]([C:20]1[CH:25]=[CH:24][CH:23]=[CH:22][C:21]=1B(O)O)(=[O:19])=[O:18]. The catalyst is CC(C1C=C(C(C)C)C(C2C=CC=C(P(C3CCCCC3)C3CCCCC3)C=2)=C(C(C)C)C=1)C.C1C=[C-]C(C2C(N)=CC=CC=2)=CC=1.Cl[Pd+]. The product is [F:15][C:4]1[CH:3]=[C:2]([C:21]2[CH:22]=[CH:23][CH:24]=[CH:25][C:20]=2[S:17]([CH3:16])(=[O:19])=[O:18])[CH:7]=[CH:6][C:5]=1[C:8]1[N:9]=[CH:10][C:11]([NH2:14])=[N:12][CH:13]=1. The yield is 0.900. (5) The reactants are [CH2:1]([O:8][C:9]1[CH:14]=[C:13]([O:15][CH2:16][C:17]2[CH:22]=[CH:21][CH:20]=[CH:19][CH:18]=2)[C:12](Br)=[CH:11][C:10]=1[C:24]([N:26]1[CH2:34][C:33]2[C:28](=[CH:29][CH:30]=[CH:31][CH:32]=2)[CH2:27]1)=[O:25])[C:2]1[CH:7]=[CH:6][CH:5]=[CH:4][CH:3]=1.[F:35][C:36]([F:41])([F:40])C([O-])=O.[Na+]. The catalyst is [Cu]I. The product is [CH2:1]([O:8][C:9]1[CH:14]=[C:13]([O:15][CH2:16][C:17]2[CH:22]=[CH:21][CH:20]=[CH:19][CH:18]=2)[C:12]([C:36]([F:41])([F:40])[F:35])=[CH:11][C:10]=1[C:24]([N:26]1[CH2:34][C:33]2[C:28](=[CH:29][CH:30]=[CH:31][CH:32]=2)[CH2:27]1)=[O:25])[C:2]1[CH:7]=[CH:6][CH:5]=[CH:4][CH:3]=1. The yield is 0.290. (6) The yield is 0.310. The reactants are C(OC([N:8]1[CH2:13][CH2:12][CH:11]([O:14][C:15]2[CH:20]=[CH:19][C:18]([C:21]3[C:29]4[C:24](=[CH:25][CH:26]=[C:27]([NH:30][C:31](=[O:43])[CH:32]([N:38]5[CH2:42][CH2:41][CH2:40][CH2:39]5)[C:33]5[CH:37]=[CH:36][S:35][CH:34]=5)[CH:28]=4)[NH:23][N:22]=3)=[CH:17][CH:16]=2)[CH2:10][CH2:9]1)=O)(C)(C)C.C(O)(C(F)(F)F)=O. The catalyst is C(Cl)Cl. The product is [NH:8]1[CH2:9][CH2:10][CH:11]([O:14][C:15]2[CH:20]=[CH:19][C:18]([C:21]3[C:29]4[C:24](=[CH:25][CH:26]=[C:27]([NH:30][C:31](=[O:43])[CH:32]([N:38]5[CH2:42][CH2:41][CH2:40][CH2:39]5)[C:33]5[CH:37]=[CH:36][S:35][CH:34]=5)[CH:28]=4)[NH:23][N:22]=3)=[CH:17][CH:16]=2)[CH2:12][CH2:13]1.